This data is from Catalyst prediction with 721,799 reactions and 888 catalyst types from USPTO. The task is: Predict which catalyst facilitates the given reaction. (1) Reactant: [C:1]([C:4]1[CH:5]=[CH:6][C:7]2[N:8]([C:10]([C:13]([OH:15])=O)=[CH:11][N:12]=2)[CH:9]=1)(=[O:3])[CH3:2].C(Cl)(=O)C(Cl)=O.CN(C)C=O.[F:27][C:28]1([F:45])[CH2:31][CH:30]([C:32]2[O:36][N:35]=[C:34]([C:37]3[CH:38]=[CH:39][C:40]([CH3:44])=[C:41]([CH:43]=3)[NH2:42])[N:33]=2)[CH2:29]1. Product: [C:1]([C:4]1[CH:5]=[CH:6][C:7]2[N:8]([C:10]([C:13]([NH:42][C:41]3[CH:43]=[C:37]([C:34]4[N:33]=[C:32]([CH:30]5[CH2:29][C:28]([F:45])([F:27])[CH2:31]5)[O:36][N:35]=4)[CH:38]=[CH:39][C:40]=3[CH3:44])=[O:15])=[CH:11][N:12]=2)[CH:9]=1)(=[O:3])[CH3:2]. The catalyst class is: 272. (2) Reactant: Br[C:2]1[S:3][CH:4]=[CH:5][N:6]=1.[NH2:7][C:8]1[CH:9]=[CH:10][C:11]([O:15][CH3:16])=[C:12]([OH:14])[CH:13]=1.Cl. Product: [CH3:16][O:15][C:11]1[CH:10]=[CH:9][C:8]([NH:7][C:2]2[S:3][CH:4]=[CH:5][N:6]=2)=[CH:13][C:12]=1[OH:14]. The catalyst class is: 14.